From a dataset of Forward reaction prediction with 1.9M reactions from USPTO patents (1976-2016). Predict the product of the given reaction. (1) Given the reactants [C:1]([CH2:3][N:4]1[CH2:9][CH2:8][N:7]([C:10]([O:12][C:13]([CH3:16])([CH3:15])[CH3:14])=[O:11])[CH2:6][CH2:5]1)#[N:2].C[Si]([N-][Si](C)(C)C)(C)C.[Li+].[P:27](OCl)([O:32][CH2:33][CH3:34])([O:29][CH2:30][CH3:31])=[O:28], predict the reaction product. The product is: [C:1]([CH:3]([P:27]([O:32][CH2:33][CH3:34])([O:29][CH2:30][CH3:31])=[O:28])[N:4]1[CH2:9][CH2:8][N:7]([C:10]([O:12][C:13]([CH3:16])([CH3:15])[CH3:14])=[O:11])[CH2:6][CH2:5]1)#[N:2]. (2) Given the reactants [CH:1]1([C:4]2[C:13]3[O:12][CH2:11][CH2:10][N:9]([C:14]([O:16][C:17]([CH3:20])([CH3:19])[CH3:18])=[O:15])[CH2:8][C:7]=3[S:6][CH:5]=2)[CH2:3][CH2:2]1.[Br:21]N1C(=O)CCC1=O.S([O-])([O-])(=O)=S.[Na+].[Na+], predict the reaction product. The product is: [Br:21][C:5]1[S:6][C:7]2[CH2:8][N:9]([C:14]([O:16][C:17]([CH3:20])([CH3:19])[CH3:18])=[O:15])[CH2:10][CH2:11][O:12][C:13]=2[C:4]=1[CH:1]1[CH2:2][CH2:3]1. (3) Given the reactants Br[C:2]1[CH:3]=[CH:4][C:5]([N:28]2[CH:32]=[N:31][CH:30]=[N:29]2)=[C:6]([C:8]2[N:12]([C:13]([CH3:16])([CH3:15])[CH3:14])[C:11]3[CH:17]=[CH:18][C:19]([C:21]4[CH:22]=[N:23][C:24]([NH2:27])=[N:25][CH:26]=4)=[CH:20][C:10]=3[N:9]=2)[CH:7]=1.[Na+].[CH3:34][S:35]([O-:37])=[O:36].CNCCNC, predict the reaction product. The product is: [C:13]([N:12]1[C:11]2[CH:17]=[CH:18][C:19]([C:21]3[CH:26]=[N:25][C:24]([NH2:27])=[N:23][CH:22]=3)=[CH:20][C:10]=2[N:9]=[C:8]1[C:6]1[CH:7]=[C:2]([S:35]([CH3:34])(=[O:37])=[O:36])[CH:3]=[CH:4][C:5]=1[N:28]1[CH:32]=[N:31][CH:30]=[N:29]1)([CH3:15])([CH3:14])[CH3:16]. (4) Given the reactants CO[C:3]([C:5]1[CH:6]=[C:7]2[C:11](=[CH:12][CH:13]=1)[NH:10][N:9]=[CH:8]2)=[O:4].I[CH2:15][CH:16]([CH3:18])[CH3:17], predict the reaction product. The product is: [CH2:15]([N:10]1[C:11]2[C:7](=[CH:6][C:5]([CH2:3][OH:4])=[CH:13][CH:12]=2)[CH:8]=[N:9]1)[CH:16]([CH3:18])[CH3:17]. (5) Given the reactants [CH3:1][O:2][C:3]1[C:4]([NH2:11])=[N:5][C:6]([CH3:10])=[C:7]([CH3:9])[N:8]=1.[Cl:12][C:13]1[C:18]([Cl:19])=[CH:17][CH:16]=[CH:15][C:14]=1[S:20](Cl)(=[O:22])=[O:21], predict the reaction product. The product is: [Cl:12][C:13]1[C:18]([Cl:19])=[CH:17][CH:16]=[CH:15][C:14]=1[S:20]([NH:11][C:4]1[C:3]([O:2][CH3:1])=[N:8][C:7]([CH3:9])=[C:6]([CH3:10])[N:5]=1)(=[O:22])=[O:21]. (6) Given the reactants [Cl:1][C:2]1[CH:7]=[CH:6][C:5]([C:8]2O[C:12](=O)[C:11]([C:15]([O:17][CH3:18])=[O:16])=[C:10]([S:19][CH3:20])[CH:9]=2)=[CH:4][CH:3]=1.[C:21]1([N:27]2[CH:35]=[C:34]3[C:29]([CH2:30][CH2:31][CH2:32]C3=O)=[N:28]2)[CH:26]=[CH:25][CH:24]=[CH:23][CH:22]=1.[OH-].[K+].Cl, predict the reaction product. The product is: [Cl:1][C:2]1[CH:7]=[CH:6][C:5]([C:8]2[C:32]3[CH2:31][CH2:30][C:29]4[C:34](=[CH:35][N:27]([C:21]5[CH:22]=[CH:23][CH:24]=[CH:25][CH:26]=5)[N:28]=4)[C:12]=3[C:11]([C:15]([O:17][CH3:18])=[O:16])=[C:10]([S:19][CH3:20])[CH:9]=2)=[CH:4][CH:3]=1. (7) Given the reactants [N+:1]([C:4]1[CH:5]=[C:6]([CH:20]=[CH:21][CH:22]=1)[O:7][CH:8]1[CH2:12][CH2:11][N:10]([C:13]([O:15][C:16]([CH3:19])([CH3:18])[CH3:17])=[O:14])[CH2:9]1)([O-])=O, predict the reaction product. The product is: [NH2:1][C:4]1[CH:5]=[C:6]([CH:20]=[CH:21][CH:22]=1)[O:7][CH:8]1[CH2:12][CH2:11][N:10]([C:13]([O:15][C:16]([CH3:17])([CH3:18])[CH3:19])=[O:14])[CH2:9]1.